From a dataset of Reaction yield outcomes from USPTO patents with 853,638 reactions. Predict the reaction yield, written as a fraction of the theoretical maximum amount of product (1.0 means a 100% yield; for example, 0.34 means a 34% yield). (1) The product is [CH3:1][O:2][C:3](=[O:21])[C:4]1[CH:9]=[CH:8][C:7]([CH:10]([OH:20])[CH2:11][NH:12][C:13]([O:15][C:16]([CH3:17])([CH3:19])[CH3:18])=[O:14])=[N:6][CH:5]=1. The yield is 0.995. The reactants are [CH3:1][O:2][C:3](=[O:21])[C:4]1[CH:9]=[CH:8][C:7]([C:10](=[O:20])[CH2:11][NH:12][C:13]([O:15][C:16]([CH3:19])([CH3:18])[CH3:17])=[O:14])=[N:6][CH:5]=1.[BH4-].[Na+]. The catalyst is CO. (2) The reactants are [BH4-].[Na+].[C:3]([C:6]1[CH:11]=[CH:10][C:9]([NH:12][C:13]([C:15]2[CH:20]=[C:19]([N+:21]([O-:23])=[O:22])[CH:18]=[CH:17][C:16]=2[Cl:24])=[O:14])=[CH:8][CH:7]=1)(=[O:5])[CH3:4].C1COCC1.O.C(=O)(O)[O-].[Na+]. The catalyst is C(OCC)(=O)C. The product is [OH:5][CH:3]([C:6]1[CH:7]=[CH:8][C:9]([NH:12][C:13]([C:15]2[CH:20]=[C:19]([N+:21]([O-:23])=[O:22])[CH:18]=[CH:17][C:16]=2[Cl:24])=[O:14])=[CH:10][CH:11]=1)[CH3:4]. The yield is 0.760. (3) The reactants are [CH3:1][C:2]([C:7]1[CH:12]=[CH:11][CH:10]=[CH:9][CH:8]=1)([CH3:6])[C:3](O)=[O:4].S(Cl)(Cl)=O.C(=O)([O-])[O-].[K+].[K+].Cl.[CH3:24][NH:25][O:26][CH3:27].Cl. The catalyst is C1(C)C=CC=CC=1.O.C(OC)(C)(C)C. The product is [CH3:27][O:26][N:25]([CH3:24])[C:3](=[O:4])[C:2]([CH3:6])([C:7]1[CH:12]=[CH:11][CH:10]=[CH:9][CH:8]=1)[CH3:1]. The yield is 0.950. (4) The reactants are [Br:1][C:2]1[CH:26]=[CH:25][C:5]([CH2:6][CH:7]2[C:16]3[C:11](=[CH:12][C:13]([O:17]C)=[CH:14][CH:15]=3)[CH2:10][CH2:9][N:8]2[C:19]2[CH:24]=[CH:23][CH:22]=[CH:21][CH:20]=2)=[CH:4][CH:3]=1.B(Br)(Br)Br.O.C(=O)(O)[O-].[Na+]. The catalyst is C(Cl)Cl. The product is [Br:1][C:2]1[CH:3]=[CH:4][C:5]([CH2:6][CH:7]2[C:16]3[C:11](=[CH:12][C:13]([OH:17])=[CH:14][CH:15]=3)[CH2:10][CH2:9][N:8]2[C:19]2[CH:24]=[CH:23][CH:22]=[CH:21][CH:20]=2)=[CH:25][CH:26]=1. The yield is 0.100.